From a dataset of Reaction yield outcomes from USPTO patents with 853,638 reactions. Predict the reaction yield, written as a fraction of the theoretical maximum amount of product (1.0 means a 100% yield; for example, 0.34 means a 34% yield). The reactants are Cl.[Br:2][C:3]1[CH:4]=[C:5]([CH2:9]Cl)[CH:6]=[NH+:7][CH:8]=1.C(N(CC)CC)C.[C:18]([NH:25][C:26]([O:28][C:29]([CH3:32])([CH3:31])[CH3:30])=[O:27])([O:20][C:21]([CH3:24])([CH3:23])[CH3:22])=[O:19].[K]. The catalyst is CN(C=O)C.[Br-].C([N+](CCCC)(CCCC)CCCC)CCC.C(OCC)(=O)C. The product is [C:29]([O:28][C:26]([N:25]([CH2:9][C:5]1[CH:6]=[N:7][CH:8]=[C:3]([Br:2])[CH:4]=1)[C:18]([O:20][C:21]([CH3:24])([CH3:23])[CH3:22])=[O:19])=[O:27])([CH3:32])([CH3:31])[CH3:30]. The yield is 0.600.